From a dataset of Full USPTO retrosynthesis dataset with 1.9M reactions from patents (1976-2016). Predict the reactants needed to synthesize the given product. (1) Given the product [CH3:22][C:23]1([CH3:31])[O:28][CH2:27][CH:26]([O:29][NH:30][C:12](=[O:14])[C:11]2[CH:15]=[CH:16][C:17]([F:20])=[C:18]([F:19])[C:10]=2[NH:9][C:6]2[CH:7]=[CH:8][C:3]([CH2:1][CH3:2])=[CH:4][C:5]=2[F:21])[CH2:25][O:24]1, predict the reactants needed to synthesize it. The reactants are: [CH2:1]([C:3]1[CH:8]=[CH:7][C:6]([NH:9][C:10]2[C:18]([F:19])=[C:17]([F:20])[CH:16]=[CH:15][C:11]=2[C:12]([OH:14])=O)=[C:5]([F:21])[CH:4]=1)[CH3:2].[CH3:22][C:23]1([CH3:31])[O:28][CH2:27][CH:26]([O:29][NH2:30])[CH2:25][O:24]1.C(N(CC)CC)C.F[P-](F)(F)(F)(F)F.N1(O[P+](N2CCCC2)(N2CCCC2)N2CCCC2)C2C=CC=CC=2N=N1. (2) Given the product [NH2:31][C:29]1[CH:28]=[CH:27][C:3]([O:4][C:5]2[CH:6]=[C:7]3[C:11](=[CH:12][C:13]=2[C:14]2[CH:15]=[N:16][N:17]([C:19]([O:21][C:22]([CH3:24])([CH3:25])[CH3:23])=[O:20])[CH:18]=2)[N:10]([CH3:26])[N:9]=[CH:8]3)=[C:2]([F:1])[CH:30]=1, predict the reactants needed to synthesize it. The reactants are: [F:1][C:2]1[CH:30]=[C:29]([N+:31]([O-])=O)[CH:28]=[CH:27][C:3]=1[O:4][C:5]1[CH:6]=[C:7]2[C:11](=[CH:12][C:13]=1[C:14]1[CH:15]=[N:16][N:17]([C:19]([O:21][C:22]([CH3:25])([CH3:24])[CH3:23])=[O:20])[CH:18]=1)[N:10]([CH3:26])[N:9]=[CH:8]2. (3) Given the product [CH:1]1([S:5]([C:8]2[CH:16]=[CH:15][CH:14]=[CH:13][C:9]=2[C:10]([NH2:23])=[O:11])(=[O:7])=[O:6])[CH2:4][CH2:3][CH2:2]1, predict the reactants needed to synthesize it. The reactants are: [CH:1]1([S:5]([C:8]2[CH:16]=[CH:15][CH:14]=[CH:13][C:9]=2[C:10](O)=[O:11])(=[O:7])=[O:6])[CH2:4][CH2:3][CH2:2]1.C1C=CC2N(O)N=[N:23]C=2C=1.O.C(Cl)CCl.[OH-].[NH4+]. (4) Given the product [F:42][C:43]1[C:44]([CH2:50][O:20][C:17]2[CH:18]=[CH:19][N:14]([C:11]3[CH:12]=[N:13][C:8]([N:5]4[CH2:6][CH2:7][CH:3]([N:2]([CH3:22])[CH3:1])[CH2:4]4)=[CH:9][CH:10]=3)[C:15](=[O:21])[CH:16]=2)=[N:45][CH:46]=[C:47]([F:49])[CH:48]=1, predict the reactants needed to synthesize it. The reactants are: [CH3:1][N:2]([CH3:22])[CH:3]1[CH2:7][CH2:6][N:5]([C:8]2[N:13]=[CH:12][C:11]([N:14]3[CH:19]=[CH:18][C:17]([OH:20])=[CH:16][C:15]3=[O:21])=[CH:10][CH:9]=2)[CH2:4]1.C1(P(C2C=CC=CC=2)C2C=CC=CC=2)C=CC=CC=1.[F:42][C:43]1[C:44]([CH2:50]O)=[N:45][CH:46]=[C:47]([F:49])[CH:48]=1.N(/C(OC(C)(C)C)=O)=N\C(OC(C)(C)C)=O.C([O-])(O)=O.[Na+]. (5) The reactants are: [Cl:1][C:2]1[N:7]=[N:6][C:5](Cl)=[C:4]2[CH:9]=[N:10][CH:11]=[CH:12][C:3]=12.CCN(C(C)C)C(C)C.[CH3:22][C@@H:23]1[CH2:28][NH:27][C@@H:26]([CH3:29])[CH2:25][NH:24]1.C(=O)(O)[O-].[Na+]. Given the product [Cl:1][C:2]1[N:7]=[N:6][C:5]([N:24]2[CH2:25][C@@H:26]([CH3:29])[NH:27][CH2:28][C@@H:23]2[CH3:22])=[C:4]2[CH:9]=[N:10][CH:11]=[CH:12][C:3]=12, predict the reactants needed to synthesize it. (6) The reactants are: [OH:1][C:2]1[C:9]([C:10]([F:13])([F:12])[F:11])=[CH:8][C:5]([CH:6]=O)=[CH:4][C:3]=1[N+:14]([O-:16])=[O:15].[C:17]1([C:23](=O)[CH2:24][C:25]2[CH:30]=[CH:29][CH:28]=[CH:27][CH:26]=2)[CH:22]=[CH:21][CH:20]=[CH:19][CH:18]=1.[NH2:32][C:33]([NH2:35])=[O:34].Cl. Given the product [OH:1][C:2]1[C:9]([C:10]([F:13])([F:12])[F:11])=[CH:8][C:5]([CH:6]2[C:24]([C:25]3[CH:30]=[CH:29][CH:28]=[CH:27][CH:26]=3)=[C:23]([C:17]3[CH:22]=[CH:21][CH:20]=[CH:19][CH:18]=3)[NH:35][C:33](=[O:34])[NH:32]2)=[CH:4][C:3]=1[N+:14]([O-:16])=[O:15], predict the reactants needed to synthesize it.